This data is from Forward reaction prediction with 1.9M reactions from USPTO patents (1976-2016). The task is: Predict the product of the given reaction. (1) Given the reactants [Si]([O:18][CH:19]1[CH2:22][N:21]([C:23]2[S:24][CH:25]=[C:26]([C:28]([N:30]3[CH2:35][CH2:34][S:33][CH2:32][CH2:31]3)=[O:29])[N:27]=2)[CH2:20]1)(C(C)(C)C)(C1C=CC=CC=1)C1C=CC=CC=1.[F-].C([N+](CCCC)(CCCC)CCCC)CCC, predict the reaction product. The product is: [S:33]1[CH2:34][CH2:35][N:30]([C:28]([C:26]2[N:27]=[C:23]([N:21]3[CH2:22][CH:19]([OH:18])[CH2:20]3)[S:24][CH:25]=2)=[O:29])[CH2:31][CH2:32]1. (2) Given the reactants [CH:1]12[CH:9]([C:10]3[CH:23]=[CH:22][C:13]([O:14][CH2:15][C@H:16]4[O:20][C:19]([NH2:21])=[N:18][CH2:17]4)=[CH:12][CH:11]=3)[CH:5]([CH2:6][CH2:7][CH2:8]1)[CH2:4][CH2:3][CH2:2]2.C12C(C3C=CC(O)=CC=3)C(CCC1)CCC2.C1O[C@H]1CCl.C([O:47][C:48](=O)[C:49]#[C:50][CH2:51][F:52])C, predict the reaction product. The product is: [CH:1]12[CH:9]([C:10]3[CH:23]=[CH:22][C:13]([O:14][CH2:15][C@H:16]4[O:20][C:19]5=[N:21][C:48](=[O:47])[CH:49]=[C:50]([CH2:51][F:52])[N:18]5[CH2:17]4)=[CH:12][CH:11]=3)[CH:5]([CH2:4][CH2:3][CH2:2]1)[CH2:6][CH2:7][CH2:8]2. (3) Given the reactants [Br:1][C:2]1[CH:7]=[C:6]2[NH:8][CH2:9][C:10]3([CH2:15][CH2:14][O:13][CH2:12][CH2:11]3)[C:5]2=[CH:4][CH:3]=1.Cl[C:17]1[C:26]2[C:21](=[C:22]([CH3:27])[CH:23]=[CH:24][CH:25]=2)[N:20]=[C:19]([CH3:28])[C:18]=1[CH3:29], predict the reaction product. The product is: [Br:1][C:2]1[CH:7]=[C:6]2[N:8]([C:17]3[C:26]4[C:21](=[C:22]([CH3:27])[CH:23]=[CH:24][CH:25]=4)[N:20]=[C:19]([CH3:28])[C:18]=3[CH3:29])[CH2:9][C:10]3([CH2:15][CH2:14][O:13][CH2:12][CH2:11]3)[C:5]2=[CH:4][CH:3]=1. (4) Given the reactants [CH:1]1([C:4]2[C:14]3[O:13][CH2:12][CH2:11][N:10](C(OC(C)(C)C)=O)[CH2:9][C:8]=3[C:7]([F:22])=[CH:6][CH:5]=2)[CH2:3][CH2:2]1.C(OCC)(=O)C.[ClH:29], predict the reaction product. The product is: [ClH:29].[CH:1]1([C:4]2[C:14]3[O:13][CH2:12][CH2:11][NH:10][CH2:9][C:8]=3[C:7]([F:22])=[CH:6][CH:5]=2)[CH2:3][CH2:2]1. (5) Given the reactants Br[C:2]1[O:6][C:5]([CH:7]=[C:8]2[C:16]3[C:11](=[CH:12][CH:13]=[C:14]([Cl:17])[CH:15]=3)[NH:10][C:9]2=[O:18])=[CH:4][CH:3]=1.C([O-])([O-])=O.[Cs+].[Cs+].CC1(C)C(C)(C)OB([C:33]2[CH:34]=[CH:35][C:36]([N:39]3[CH2:44][CH2:43][NH:42][CH2:41][CH2:40]3)=[N:37][CH:38]=2)O1, predict the reaction product. The product is: [Cl:17][C:14]1[CH:15]=[C:16]2[C:11](=[CH:12][CH:13]=1)[NH:10][C:9](=[O:18])[C:8]2=[CH:7][C:5]1[O:6][C:2]([C:33]2[CH:38]=[N:37][C:36]([N:39]3[CH2:40][CH2:41][NH:42][CH2:43][CH2:44]3)=[CH:35][CH:34]=2)=[CH:3][CH:4]=1. (6) Given the reactants Br[CH2:2][C:3]1[CH:8]=[CH:7][CH:6]=[CH:5][CH:4]=1.[Br:9][C:10]1[CH:11]=[C:12]([OH:16])[CH:13]=[CH:14][CH:15]=1.C(=O)([O-])[O-].[K+].[K+], predict the reaction product. The product is: [CH2:2]([O:16][C:12]1[CH:13]=[CH:14][CH:15]=[C:10]([Br:9])[CH:11]=1)[C:3]1[CH:8]=[CH:7][CH:6]=[CH:5][CH:4]=1. (7) Given the reactants [F:1][C:2]1[C:7]([F:8])=[C:6]([NH:9][C:10]2[CH:15]=[CH:14][C:13]([I:16])=[CH:12][C:11]=2[F:17])[C:5]([NH2:18])=[CH:4][CH:3]=1.[Cl:19][CH2:20][CH2:21][CH2:22][S:23](Cl)(=[O:25])=[O:24], predict the reaction product. The product is: [Cl:19][CH2:20][CH2:21][CH2:22][S:23]([NH:18][C:5]1[CH:4]=[CH:3][C:2]([F:1])=[C:7]([F:8])[C:6]=1[NH:9][C:10]1[CH:15]=[CH:14][C:13]([I:16])=[CH:12][C:11]=1[F:17])(=[O:25])=[O:24]. (8) Given the reactants Cl[C:2]1[CH:11]=[C:10]2[C:5]([C:6](=[O:12])[NH:7][CH:8]=[N:9]2)=[CH:4][C:3]=1[N+:13]([O-:15])=[O:14].[Na+].[C:17]1([S:23]([O-:25])=[O:24])[CH:22]=[CH:21][CH:20]=[CH:19][CH:18]=1, predict the reaction product. The product is: [N+:13]([C:3]1[CH:4]=[C:5]2[C:10](=[CH:11][C:2]=1[S:23]([C:17]1[CH:22]=[CH:21][CH:20]=[CH:19][CH:18]=1)(=[O:25])=[O:24])[N:9]=[CH:8][NH:7][C:6]2=[O:12])([O-:15])=[O:14].